Dataset: Full USPTO retrosynthesis dataset with 1.9M reactions from patents (1976-2016). Task: Predict the reactants needed to synthesize the given product. Given the product [Br:19][C:16]1[N:17]=[CH:18][C:13]([NH:12][C:4](=[O:5])[C:3]2[C:2]([F:1])=[CH:10][CH:9]=[CH:8][C:7]=2[F:11])=[N:14][CH:15]=1, predict the reactants needed to synthesize it. The reactants are: [F:1][C:2]1[CH:10]=[CH:9][CH:8]=[C:7]([F:11])[C:3]=1[C:4](Cl)=[O:5].[NH2:12][C:13]1[CH:18]=[N:17][C:16]([Br:19])=[CH:15][N:14]=1.N1C=CC=CC=1.